The task is: Predict the reactants needed to synthesize the given product.. This data is from Full USPTO retrosynthesis dataset with 1.9M reactions from patents (1976-2016). (1) Given the product [Cl:1][C:2]1[CH:7]=[CH:6][CH:5]=[CH:4][C:3]=1[C:8]1[CH:13]=[CH:12][CH:11]=[C:10]([NH:14][C:15]([C@@H:17]2[CH2:21][C@@H:20]([F:22])[CH2:19][N:18]2[C:23](=[O:37])[CH2:24][N:25]2[C:33]3[CH2:32][CH2:31][CH2:30][CH2:29][C:28]=3[C:27]([C:34]([NH2:42])=[O:35])=[N:26]2)=[O:16])[C:9]=1[F:38], predict the reactants needed to synthesize it. The reactants are: [Cl:1][C:2]1[CH:7]=[CH:6][CH:5]=[CH:4][C:3]=1[C:8]1[CH:13]=[CH:12][CH:11]=[C:10]([NH:14][C:15]([C@@H:17]2[CH2:21][C@@H:20]([F:22])[CH2:19][N:18]2[C:23](=[O:37])[CH2:24][N:25]2[C:33]3[CH2:32][CH2:31][CH2:30][CH2:29][C:28]=3[C:27]([C:34](O)=[O:35])=[N:26]2)=[O:16])[C:9]=1[F:38].[NH4+].[Cl-].C[N:42](C(ON1N=NC2C=CC=NC1=2)=[N+](C)C)C.F[P-](F)(F)(F)(F)F.CCN(C(C)C)C(C)C. (2) Given the product [CH3:30][NH:29][C:27]([CH2:26][C:22]1([NH:21][C:12]([C:10]2[CH:9]=[CH:8][C:7]([N:15]3[CH2:18][C:17]([F:20])([F:19])[CH2:16]3)=[C:6]([O:5][CH2:4][CH:1]3[CH2:2][CH2:3]3)[N:11]=2)=[O:14])[CH2:25][O:24][CH2:23]1)=[O:28], predict the reactants needed to synthesize it. The reactants are: [CH:1]1([CH2:4][O:5][C:6]2[N:11]=[C:10]([C:12]([OH:14])=O)[CH:9]=[CH:8][C:7]=2[N:15]2[CH2:18][C:17]([F:20])([F:19])[CH2:16]2)[CH2:3][CH2:2]1.[NH2:21][C:22]1([CH2:26][C:27]([NH:29][CH3:30])=[O:28])[CH2:25][O:24][CH2:23]1. (3) Given the product [C:39]([C:38]1[CH:42]=[CH:43][C:44]2[NH:45][C:23]([C:19]3[CH:18]=[C:17]([C:25]([CH3:31])([CH3:30])[C:26]([O:28][CH3:29])=[O:27])[CH:16]=[C:15]([C:13]4[CH:14]=[C:9]([S:6](=[O:7])(=[O:8])[NH:5][C:1]([CH3:3])([CH3:4])[CH3:2])[CH:10]=[CH:11][C:12]=4[OH:32])[C:20]=3[OH:21])=[N:35][C:36]=2[CH:37]=1)(=[NH:40])[NH2:41], predict the reactants needed to synthesize it. The reactants are: [C:1]([NH:5][S:6]([C:9]1[CH:10]=[CH:11][C:12]([O:32]C)=[C:13]([C:15]2[C:20]([O:21]C)=[C:19]([CH:23]=O)[CH:18]=[C:17]([C:25]([CH3:31])([CH3:30])[C:26]([O:28][CH3:29])=[O:27])[CH:16]=2)[CH:14]=1)(=[O:8])=[O:7])([CH3:4])([CH3:3])[CH3:2].Cl.[NH2:35][C:36]1[CH:37]=[C:38]([CH:42]=[CH:43][C:44]=1[NH2:45])[C:39]([NH2:41])=[NH:40].C1(=O)C=CC(=O)C=C1. (4) Given the product [CH2:1]([O:8][C:9]1[N:10]=[N:11][C:12]([C:23]#[C:24][C:25]2[CH:30]=[CH:29][CH:28]=[CH:27][C:26]=2[C:62]([F:65])([F:64])[F:63])=[CH:13][C:14]=1[O:15][CH2:16][C:17]1[CH:18]=[CH:19][CH:20]=[CH:21][CH:22]=1)[C:2]1[CH:3]=[CH:4][CH:5]=[CH:6][CH:7]=1, predict the reactants needed to synthesize it. The reactants are: [CH2:1]([O:8][C:9]1[N:10]=[N:11][C:12]([C:23]#[C:24][C:25]2[CH:30]=[CH:29][CH:28]=[CH:27][CH:26]=2)=[CH:13][C:14]=1[O:15][CH2:16][C:17]1[CH:22]=[CH:21][CH:20]=[CH:19][CH:18]=1)[C:2]1[CH:7]=[CH:6][CH:5]=[CH:4][CH:3]=1.C(OC1N=NC(Cl)=CC=1OCC1C=CC=CC=1)C1C=CC=CC=1.C(C1C=CC=CC=1[C:62]([F:65])([F:64])[F:63])#C. (5) Given the product [C:1]([C:3]1[CH:8]=[CH:7][C:6]([NH:9][C:10]([N:12]2[CH2:19][CH:18]3[CH2:20][CH:14]([CH2:15][N:16]([CH2:38][CH2:39][CH2:40][S:41]([CH2:44][CH3:45])(=[O:43])=[O:42])[CH2:17]3)[CH2:13]2)=[O:11])=[CH:5][CH:4]=1)#[N:2], predict the reactants needed to synthesize it. The reactants are: [C:1]([C:3]1[CH:8]=[CH:7][C:6]([NH:9][C:10]([N:12]2[CH2:19][CH:18]3[CH2:20][CH:14]([CH2:15][NH:16][CH2:17]3)[CH2:13]2)=[O:11])=[CH:5][CH:4]=1)#[N:2].C([O-])([O-])=O.[K+].[K+].CC1C=CC(S(O[CH2:38][CH2:39][CH2:40][S:41]([CH2:44][CH3:45])(=[O:43])=[O:42])(=O)=O)=CC=1. (6) Given the product [CH3:41][O:42][C:6]([CH3:8])([CH3:7])[CH2:5][CH2:4][CH2:3][CH:2]([C:9]1[S:27][C:12]2[N:13]=[C:14]([O:18][CH2:19][CH2:20][CH2:21][CH2:22][CH2:23][CH2:24][CH2:25][CH3:26])[O:15][C:16](=[O:17])[C:11]=2[CH:10]=1)[CH3:1], predict the reactants needed to synthesize it. The reactants are: [CH3:1][CH:2]([C:9]1[S:27][C:12]2[N:13]=[C:14]([O:18][CH2:19][CH2:20][CH2:21][CH2:22][CH2:23][CH2:24][CH2:25][CH3:26])[O:15][C:16](=[O:17])[C:11]=2[CH:10]=1)[CH2:3][CH2:4][CH:5]=[C:6]([CH3:8])[CH3:7].CC(C1SC2N=[C:41](OCCCCCCCC)[O:42]C(=O)C=2C=1)CCCC(C)=C.